From a dataset of NCI-60 drug combinations with 297,098 pairs across 59 cell lines. Regression. Given two drug SMILES strings and cell line genomic features, predict the synergy score measuring deviation from expected non-interaction effect. (1) Drug 1: CCCS(=O)(=O)NC1=C(C(=C(C=C1)F)C(=O)C2=CNC3=C2C=C(C=N3)C4=CC=C(C=C4)Cl)F. Drug 2: N.N.Cl[Pt+2]Cl. Cell line: IGROV1. Synergy scores: CSS=0.0995, Synergy_ZIP=-1.78, Synergy_Bliss=-4.98, Synergy_Loewe=-5.69, Synergy_HSA=-5.80. (2) Drug 1: CC1=C(C=C(C=C1)NC2=NC=CC(=N2)N(C)C3=CC4=NN(C(=C4C=C3)C)C)S(=O)(=O)N.Cl. Drug 2: C1=C(C(=O)NC(=O)N1)F. Cell line: SN12C. Synergy scores: CSS=23.8, Synergy_ZIP=-0.433, Synergy_Bliss=-0.151, Synergy_Loewe=-0.487, Synergy_HSA=1.04. (3) Drug 1: CC1=C(C(CCC1)(C)C)C=CC(=CC=CC(=CC(=O)O)C)C. Drug 2: CC(C)NC(=O)C1=CC=C(C=C1)CNNC.Cl. Cell line: IGROV1. Synergy scores: CSS=-2.28, Synergy_ZIP=0.539, Synergy_Bliss=-1.57, Synergy_Loewe=-2.95, Synergy_HSA=-3.15. (4) Drug 1: C(=O)(N)NO. Drug 2: B(C(CC(C)C)NC(=O)C(CC1=CC=CC=C1)NC(=O)C2=NC=CN=C2)(O)O. Cell line: COLO 205. Synergy scores: CSS=53.1, Synergy_ZIP=0.736, Synergy_Bliss=-1.32, Synergy_Loewe=0.701, Synergy_HSA=3.68. (5) Cell line: OVCAR3. Synergy scores: CSS=42.5, Synergy_ZIP=-2.19, Synergy_Bliss=-1.54, Synergy_Loewe=-8.79, Synergy_HSA=-1.25. Drug 2: CC=C1C(=O)NC(C(=O)OC2CC(=O)NC(C(=O)NC(CSSCCC=C2)C(=O)N1)C(C)C)C(C)C. Drug 1: CC(CN1CC(=O)NC(=O)C1)N2CC(=O)NC(=O)C2.